Dataset: Peptide-MHC class II binding affinity with 134,281 pairs from IEDB. Task: Regression. Given a peptide amino acid sequence and an MHC pseudo amino acid sequence, predict their binding affinity value. This is MHC class II binding data. The peptide sequence is NLCVERVLDCRTAFK. The MHC is DRB3_0301 with pseudo-sequence DRB3_0301. The binding affinity (normalized) is 0.518.